The task is: Predict the product of the given reaction.. This data is from Forward reaction prediction with 1.9M reactions from USPTO patents (1976-2016). (1) Given the reactants [CH3:1][C@@:2]1([CH2:15][N:16]2[N:20]=[N:19][CH:18]=[CH:17]2)[S:6](=[O:8])(=[O:7])[C@@H:5]2[CH2:9][C:10](=[O:11])[N:4]2[C@H:3]1[C:12]([OH:14])=[O:13].[CH3:21][C:22]([O:27]/[N:28]=[C:29](\[C:36]([NH:38][C@@H:39]1[C:42](=[O:43])[N:41]2[C:44]([C:63]([OH:65])=[O:64])=[C:45]([CH2:48][N+:49]3[N:53]([CH3:54])[C:52]([NH2:55])=[C:51]([NH:56][C:57]([NH:59][CH2:60][CH2:61][NH2:62])=[O:58])[CH:50]=3)[CH2:46][S:47][C@H:40]12)=[O:37])/[C:30]1[N:31]=[C:32]([NH2:35])[S:33][N:34]=1)([C:24]([O-:26])=[O:25])[CH3:23].OS(O)(=O)=O, predict the reaction product. The product is: [CH3:23][C:22]([O:27]/[N:28]=[C:29](\[C:36]([NH:38][C@@H:39]1[C:42](=[O:43])[N:41]2[C:44]([C:63]([OH:65])=[O:64])=[C:45]([CH2:48][N+:49]3[N:53]([CH3:54])[C:52]([NH2:55])=[C:51]([NH:56][C:57]([NH:59][CH2:60][CH2:61][NH2:62])=[O:58])[CH:50]=3)[CH2:46][S:47][C@H:40]12)=[O:37])/[C:30]1[N:31]=[C:32]([NH2:35])[S:33][N:34]=1)([C:24]([O-:26])=[O:25])[CH3:21].[CH3:1][C@@:2]1([CH2:15][N:16]2[N:20]=[N:19][CH:18]=[CH:17]2)[S:6](=[O:7])(=[O:8])[C@@H:5]2[CH2:9][C:10](=[O:11])[N:4]2[C@H:3]1[C:12]([OH:14])=[O:13]. (2) Given the reactants [CH3:1][C:2]1[CH:15]=[C:14]([S:16][CH:17]([CH3:19])[CH3:18])[C:13]2[C:4](=[C:5]3[C:10](=[CH:11][CH:12]=2)[CH:9]=[CH:8][CH:7]=[N:6]3)[N:3]=1.[O:20]1CCOCC1, predict the reaction product. The product is: [CH:17]([S:16][C:14]1[C:13]2[C:4](=[C:5]3[C:10](=[CH:11][CH:12]=2)[CH:9]=[CH:8][CH:7]=[N:6]3)[N:3]=[C:2]([CH:1]=[O:20])[CH:15]=1)([CH3:19])[CH3:18]. (3) Given the reactants C(=O)([O-])[O-].[Cs+].[Cs+].[Cl:7][C:8]1[C:9](F)=[N:10][CH:11]=[C:12]([F:14])[CH:13]=1.[OH:16][C:17]1[CH:22]=[CH:21][C:20]([C:23]2[N:28]([CH3:29])[C:27](=[O:30])[N:26]([CH2:31][O:32][CH2:33][CH2:34][Si:35]([CH3:38])([CH3:37])[CH3:36])[C:25](=[O:39])[C:24]=2[CH3:40])=[C:19]([CH3:41])[CH:18]=1.O, predict the reaction product. The product is: [Cl:7][C:8]1[C:9]([O:16][C:17]2[CH:22]=[CH:21][C:20]([C:23]3[N:28]([CH3:29])[C:27](=[O:30])[N:26]([CH2:31][O:32][CH2:33][CH2:34][Si:35]([CH3:38])([CH3:37])[CH3:36])[C:25](=[O:39])[C:24]=3[CH3:40])=[C:19]([CH3:41])[CH:18]=2)=[N:10][CH:11]=[C:12]([F:14])[CH:13]=1.